This data is from Peptide-MHC class I binding affinity with 185,985 pairs from IEDB/IMGT. The task is: Regression. Given a peptide amino acid sequence and an MHC pseudo amino acid sequence, predict their binding affinity value. This is MHC class I binding data. (1) The peptide sequence is HFKKRFSTL. The MHC is HLA-B58:01 with pseudo-sequence HLA-B58:01. The binding affinity (normalized) is 0.0847. (2) The peptide sequence is SRLKPSSFK. The MHC is HLA-A26:01 with pseudo-sequence HLA-A26:01. The binding affinity (normalized) is 0.0847. (3) The MHC is HLA-A02:03 with pseudo-sequence HLA-A02:03. The binding affinity (normalized) is 0.640. The peptide sequence is GIYCTVPFI. (4) The peptide sequence is PGIRYPKTF. The MHC is Mamu-A02 with pseudo-sequence Mamu-A02. The binding affinity (normalized) is 0. (5) The peptide sequence is RLFFKCIYR. The MHC is HLA-A03:01 with pseudo-sequence HLA-A03:01. The binding affinity (normalized) is 0.539.